This data is from Reaction yield outcomes from USPTO patents with 853,638 reactions. The task is: Predict the reaction yield, written as a fraction of the theoretical maximum amount of product (1.0 means a 100% yield; for example, 0.34 means a 34% yield). (1) The reactants are [Br:1][C:2]1[CH:7]=[CH:6][C:5]([CH:8]([OH:13])[CH2:9][CH2:10][CH2:11]Cl)=[CH:4][CH:3]=1.[OH-].[Na+]. The catalyst is O1CCCC1. The product is [Br:1][C:2]1[CH:7]=[CH:6][C:5]([CH:8]2[CH2:9][CH2:10][CH2:11][O:13]2)=[CH:4][CH:3]=1. The yield is 1.00. (2) The reactants are C([NH:4]C(C)C)(C)C.C([Li])CCC.[CH:13]1([CH2:18][CH:19]([C:28]2[CH:33]=[CH:32][C:31]([S:34](C)(=[O:36])=[O:35])=[CH:30][CH:29]=2)[C:20]([NH:22][C:23]2[S:24][CH:25]=[CH:26][N:27]=2)=[O:21])[CH2:17][CH2:16][CH2:15][CH2:14]1.C(B(CCCC)CCCC)CCC.C([O-])(=O)C.[Na+].ONS(O)(=O)=O. The catalyst is O1CCCC1.O. The product is [CH:13]1([CH2:18][CH:19]([C:28]2[CH:33]=[CH:32][C:31]([S:34](=[O:36])(=[O:35])[NH2:4])=[CH:30][CH:29]=2)[C:20]([NH:22][C:23]2[S:24][CH:25]=[CH:26][N:27]=2)=[O:21])[CH2:17][CH2:16][CH2:15][CH2:14]1. The yield is 0.720. (3) The reactants are [NH2:1][C@@H:2]1[CH2:6][N:5]([C:7]2[CH:8]=[CH:9][C:10]3[O:15][CH2:14][C:13](=[O:16])[NH:12][C:11]=3[CH:17]=2)[C:4](=[O:18])[CH2:3]1.[CH3:19][O:20][C:21]1[CH:30]=[C:29]2[C:24]([N:25]=[CH:26][C:27](=[O:35])[N:28]2[CH2:31][CH2:32][CH:33]=O)=[CH:23][CH:22]=1.S([O-])([O-])(=O)=O.[Na+].[Na+].C(O[BH-](OC(=O)C)OC(=O)C)(=O)C.[Na+].C(=O)([O-])O.[Na+]. The catalyst is CN(C)C=O.ClCCl. The product is [CH3:19][O:20][C:21]1[CH:30]=[C:29]2[C:24]([N:25]=[CH:26][C:27](=[O:35])[N:28]2[CH2:31][CH2:32][CH2:33][NH:1][C@@H:2]2[CH2:6][N:5]([C:7]3[CH:8]=[CH:9][C:10]4[O:15][CH2:14][C:13](=[O:16])[NH:12][C:11]=4[CH:17]=3)[C:4](=[O:18])[CH2:3]2)=[CH:23][CH:22]=1. The yield is 0.580. (4) The catalyst is C1COCC1.CN(C=O)C. The yield is 0.790. The reactants are [OH:1][C:2]1[CH:3]=[C:4]2[C:8](=[CH:9][CH:10]=1)[C:7](=[O:11])[CH2:6][CH2:5]2.[H-].[Na+].[CH2:14](Br)[CH:15]=[CH2:16]. The product is [CH2:16]([O:1][C:2]1[CH:3]=[C:4]2[C:8](=[CH:9][CH:10]=1)[C:7](=[O:11])[CH2:6][CH2:5]2)[CH:15]=[CH2:14]. (5) The reactants are [Si:1]([O:8][C:9]1[CH:10]=[C:11]2[C:15](=[CH:16][CH:17]=1)[NH:14][CH:13]=[CH:12]2)([C:4]([CH3:7])([CH3:6])[CH3:5])([CH3:3])[CH3:2].[H-].[Na+].[CH3:20]I. The catalyst is C1COCC1. The product is [Si:1]([O:8][C:9]1[CH:10]=[C:11]2[C:15](=[CH:16][CH:17]=1)[N:14]([CH3:20])[CH:13]=[CH:12]2)([C:4]([CH3:7])([CH3:6])[CH3:5])([CH3:3])[CH3:2]. The yield is 0.730. (6) The reactants are F[C:2]1[CH:7]=[CH:6][CH:5]=[CH:4][C:3]=1[N+:8]([O-:10])=[O:9].[NH2:11][C:12]1[CH:19]=[CH:18][C:17]([CH3:20])=[CH:16][C:13]=1[C:14]#[N:15].O.[OH-].[Li+]. The catalyst is CS(C)=O. The product is [CH3:20][C:17]1[CH:18]=[CH:19][C:12]([NH:11][C:2]2[CH:7]=[CH:6][CH:5]=[CH:4][C:3]=2[N+:8]([O-:10])=[O:9])=[C:13]([CH:16]=1)[C:14]#[N:15]. The yield is 0.570.